Dataset: NCI-60 drug combinations with 297,098 pairs across 59 cell lines. Task: Regression. Given two drug SMILES strings and cell line genomic features, predict the synergy score measuring deviation from expected non-interaction effect. (1) Drug 1: COC1=CC(=CC(=C1O)OC)C2C3C(COC3=O)C(C4=CC5=C(C=C24)OCO5)OC6C(C(C7C(O6)COC(O7)C8=CC=CS8)O)O. Drug 2: CCC1(C2=C(COC1=O)C(=O)N3CC4=CC5=C(C=CC(=C5CN(C)C)O)N=C4C3=C2)O.Cl. Cell line: M14. Synergy scores: CSS=35.1, Synergy_ZIP=-3.55, Synergy_Bliss=2.96, Synergy_Loewe=-6.34, Synergy_HSA=4.12. (2) Drug 1: CCN(CC)CCNC(=O)C1=C(NC(=C1C)C=C2C3=C(C=CC(=C3)F)NC2=O)C. Drug 2: C1=NNC2=C1C(=O)NC=N2. Cell line: HCT-15. Synergy scores: CSS=1.30, Synergy_ZIP=1.46, Synergy_Bliss=2.40, Synergy_Loewe=0.545, Synergy_HSA=0.918. (3) Drug 1: CS(=O)(=O)C1=CC(=C(C=C1)C(=O)NC2=CC(=C(C=C2)Cl)C3=CC=CC=N3)Cl. Drug 2: C1=CC(=CC=C1CCC2=CNC3=C2C(=O)NC(=N3)N)C(=O)NC(CCC(=O)O)C(=O)O. Cell line: NCI-H460. Synergy scores: CSS=35.1, Synergy_ZIP=-0.560, Synergy_Bliss=-2.27, Synergy_Loewe=-11.3, Synergy_HSA=-1.55. (4) Synergy scores: CSS=18.8, Synergy_ZIP=-3.61, Synergy_Bliss=-1.13, Synergy_Loewe=-25.8, Synergy_HSA=-2.40. Drug 1: C1=CC(=CC=C1CCC2=CNC3=C2C(=O)NC(=N3)N)C(=O)NC(CCC(=O)O)C(=O)O. Cell line: UO-31. Drug 2: CN(C)C1=NC(=NC(=N1)N(C)C)N(C)C. (5) Drug 1: C1=NC2=C(N=C(N=C2N1C3C(C(C(O3)CO)O)O)F)N. Drug 2: C1=NNC2=C1C(=O)NC=N2. Cell line: HOP-62. Synergy scores: CSS=5.45, Synergy_ZIP=-5.46, Synergy_Bliss=-7.69, Synergy_Loewe=-13.2, Synergy_HSA=-6.92. (6) Drug 1: CC=C1C(=O)NC(C(=O)OC2CC(=O)NC(C(=O)NC(CSSCCC=C2)C(=O)N1)C(C)C)C(C)C. Drug 2: CCN(CC)CCNC(=O)C1=C(NC(=C1C)C=C2C3=C(C=CC(=C3)F)NC2=O)C. Cell line: MDA-MB-435. Synergy scores: CSS=5.63, Synergy_ZIP=-5.33, Synergy_Bliss=-8.47, Synergy_Loewe=-46.4, Synergy_HSA=-8.92. (7) Drug 1: C1=C(C(=O)NC(=O)N1)F. Drug 2: CCC1(C2=C(COC1=O)C(=O)N3CC4=CC5=C(C=CC(=C5CN(C)C)O)N=C4C3=C2)O.Cl. Cell line: SN12C. Synergy scores: CSS=40.3, Synergy_ZIP=-2.30, Synergy_Bliss=-2.87, Synergy_Loewe=-14.5, Synergy_HSA=2.39. (8) Drug 1: C1CCN(CC1)CCOC2=CC=C(C=C2)C(=O)C3=C(SC4=C3C=CC(=C4)O)C5=CC=C(C=C5)O. Drug 2: C1CCC(C1)C(CC#N)N2C=C(C=N2)C3=C4C=CNC4=NC=N3. Cell line: SK-MEL-5. Synergy scores: CSS=-11.9, Synergy_ZIP=17.0, Synergy_Bliss=15.3, Synergy_Loewe=-0.525, Synergy_HSA=-5.72.